From a dataset of Full USPTO retrosynthesis dataset with 1.9M reactions from patents (1976-2016). Predict the reactants needed to synthesize the given product. (1) Given the product [F:1][C:2]1[CH:3]=[CH:4][C:5]([CH2:8][C:9]2[CH:18]=[C:17]3[C:12]([C:13]([OH:32])=[C:14]([C:28]([NH:33][CH2:34][CH2:35][OH:36])=[O:29])[C:15](=[O:27])[N:16]3[C:19]3[CH:20]=[CH:21][C:22]([O:25][CH3:26])=[CH:23][CH:24]=3)=[N:11][CH:10]=2)=[CH:6][CH:7]=1, predict the reactants needed to synthesize it. The reactants are: [F:1][C:2]1[CH:7]=[CH:6][C:5]([CH2:8][C:9]2[CH:18]=[C:17]3[C:12]([C:13]([OH:32])=[C:14]([C:28](OC)=[O:29])[C:15](=[O:27])[N:16]3[C:19]3[CH:24]=[CH:23][C:22]([O:25][CH3:26])=[CH:21][CH:20]=3)=[N:11][CH:10]=2)=[CH:4][CH:3]=1.[NH2:33][CH2:34][CH2:35][OH:36]. (2) Given the product [Cl:2][C:3]1[CH:4]=[CH:5][C:6]([C:7]([NH:9][C:10]2[CH:15]=[CH:14][C:13]([CH:16]3[CH2:20][CH2:19][N:18]([C:24]4[CH:29]=[CH:28][CH:27]=[CH:26][CH:25]=4)[CH2:17]3)=[CH:12][CH:11]=2)=[O:8])=[CH:21][CH:22]=1, predict the reactants needed to synthesize it. The reactants are: Cl.[Cl:2][C:3]1[CH:22]=[CH:21][C:6]([C:7]([NH:9][C:10]2[CH:15]=[CH:14][C:13]([CH:16]3[CH2:20][CH2:19][NH:18][CH2:17]3)=[CH:12][CH:11]=2)=[O:8])=[CH:5][CH:4]=1.I[C:24]1[CH:29]=[CH:28][CH:27]=[CH:26][CH:25]=1.N1CCC[C@H]1C(O)=O.CC(C)([O-])C.[Na+].